From a dataset of Forward reaction prediction with 1.9M reactions from USPTO patents (1976-2016). Predict the product of the given reaction. (1) Given the reactants [CH2:1]([N:8]1[C:17]2[C:12](=[CH:13][C:14]([OH:18])=[CH:15][CH:16]=2)[CH2:11][CH2:10][CH2:9]1)[C:2]1[CH:7]=[CH:6][CH:5]=[CH:4][CH:3]=1.[H-].[Na+].[Cl:21][C:22]1[CH:27]=[CH:26][CH:25]=[CH:24][C:23]=1[N:28]=[C:29]=[O:30], predict the reaction product. The product is: [CH2:1]([N:8]1[C:17]2[C:12](=[CH:13][C:14]([O:18][C:29](=[O:30])[NH:28][C:23]3[CH:24]=[CH:25][CH:26]=[CH:27][C:22]=3[Cl:21])=[CH:15][CH:16]=2)[CH2:11][CH2:10][CH2:9]1)[C:2]1[CH:3]=[CH:4][CH:5]=[CH:6][CH:7]=1. (2) Given the reactants [Br:1][C:2]1[CH:7]=[CH:6][C:5]([OH:8])=[CH:4][C:3]=1[F:9].O1CCC[CH2:11]1.[OH-].[K+].CI, predict the reaction product. The product is: [Br:1][C:2]1[CH:7]=[CH:6][C:5]([O:8][CH3:11])=[CH:4][C:3]=1[F:9]. (3) Given the reactants I[C:2]1[CH:15]=[CH:14][CH:13]=[CH:12][C:3]=1[O:4][CH2:5][CH2:6][C:7]1[CH:11]=[CH:10][S:9][CH:8]=1.C(=O)([O-])[O-].[K+].[K+], predict the reaction product. The product is: [S:9]1[C:8]2[C:2]3[CH:15]=[CH:14][CH:13]=[CH:12][C:3]=3[O:4][CH2:5][CH2:6][C:7]=2[CH:11]=[CH:10]1. (4) The product is: [CH3:1][NH:2][CH2:3][CH2:4][CH2:5][C:6](=[O:8])[CH2:14][CH2:15][CH2:10][CH2:11][CH2:12][CH3:13].[S:16]([C:13]1[CH:14]=[CH:15][C:10]([CH3:20])=[CH:11][CH:12]=1)([O-:19])(=[O:18])=[O:17]. Given the reactants [CH3:1][NH:2][CH2:3][CH2:4][CH2:5][C:6]([OH:8])=O.O.[C:10]1([CH3:20])[CH:15]=[CH:14][C:13]([S:16]([OH:19])(=[O:18])=[O:17])=[CH:12][CH:11]=1.C(O)CCCCC, predict the reaction product. (5) Given the reactants [NH2:1][C:2]1[CH:7]=[CH:6][C:5]([C:8]2[N:9]=[C:10]([N:22]3[CH2:27][CH2:26][O:25][CH2:24][C@@H:23]3[CH3:28])[C:11]3[CH2:16][N:15]([C:17]([O:19][CH2:20][CH3:21])=[O:18])[CH2:14][C:12]=3[N:13]=2)=[C:4]([F:29])[CH:3]=1.[N:30]([CH:33]1[CH2:35][CH2:34]1)=[C:31]=[O:32], predict the reaction product. The product is: [CH:33]1([NH:30][C:31](=[O:32])[NH:1][C:2]2[CH:7]=[CH:6][C:5]([C:8]3[N:9]=[C:10]([N:22]4[CH2:27][CH2:26][O:25][CH2:24][C@@H:23]4[CH3:28])[C:11]4[CH2:16][N:15]([C:17]([O:19][CH2:20][CH3:21])=[O:18])[CH2:14][C:12]=4[N:13]=3)=[C:4]([F:29])[CH:3]=2)[CH2:35][CH2:34]1. (6) Given the reactants [CH3:1][O:2][C:3]1[CH:38]=[CH:37][CH:36]=[CH:35][C:4]=1[O:5][C:6]1[CH:34]=[CH:33][C:9]([NH:10][C:11]2[C:20]3[C:15](=[CH:16][C:17]([O:23]CC4C=CC=CC=4)=[C:18]([O:21][CH3:22])[CH:19]=3)[N:14]=[CH:13][C:12]=2[C:31]#[N:32])=[CH:8][CH:7]=1.C1(SC)C=CC=CC=1, predict the reaction product. The product is: [CH3:1][O:2][C:3]1[CH:38]=[CH:37][CH:36]=[CH:35][C:4]=1[O:5][C:6]1[CH:34]=[CH:33][C:9]([NH:10][C:11]2[C:20]3[C:15](=[CH:16][C:17]([OH:23])=[C:18]([O:21][CH3:22])[CH:19]=3)[N:14]=[CH:13][C:12]=2[C:31]#[N:32])=[CH:8][CH:7]=1.